This data is from Catalyst prediction with 721,799 reactions and 888 catalyst types from USPTO. The task is: Predict which catalyst facilitates the given reaction. (1) Reactant: [CH3:1][N:2]1[C:7]2=[CH:8][N:9]([CH2:17][CH2:18][C:19]([O:21]C)=[O:20])[C:10]([C:11]3[CH:16]=[CH:15][CH:14]=[CH:13][CH:12]=3)=[C:6]2[C:5](=[O:23])[N:4]([CH3:24])[C:3]1=[O:25].O.[Li+].[OH-]. Product: [CH3:1][N:2]1[C:7]2=[CH:8][N:9]([CH2:17][CH2:18][C:19]([OH:21])=[O:20])[C:10]([C:11]3[CH:16]=[CH:15][CH:14]=[CH:13][CH:12]=3)=[C:6]2[C:5](=[O:23])[N:4]([CH3:24])[C:3]1=[O:25]. The catalyst class is: 49. (2) Reactant: COC[O:4][C:5]1[CH:10]=[CH:9][CH:8]=[CH:7][C:6]=1[C:11]([F:14])([F:13])[F:12].C([Li])CCC.CCCCCC.CN(C)[CH:28]=[O:29].Cl. The catalyst class is: 7. Product: [OH:4][C:5]1[C:6]([C:11]([F:12])([F:13])[F:14])=[CH:7][CH:8]=[CH:9][C:10]=1[CH:28]=[O:29]. (3) Reactant: [CH2:1]([CH:3]([CH2:16][CH2:17][CH2:18][CH3:19])[CH2:4][O:5][C:6]1[CH:11]=[CH:10][C:9]([CH3:12])=[CH:8][C:7]=1[N+:13]([O-])=O)[CH3:2].[H][H]. Product: [CH2:1]([CH:3]([CH2:16][CH2:17][CH2:18][CH3:19])[CH2:4][O:5][C:6]1[CH:11]=[CH:10][C:9]([CH3:12])=[CH:8][C:7]=1[NH2:13])[CH3:2]. The catalyst class is: 19. (4) Reactant: [C:1]([O:5][C:6]([N:8]1[CH2:11][CH2:10][C@H:9]1[C:12](=[O:34])[NH:13][C:14]1[CH:15]=[C:16]([C:25]2[CH:30]=[CH:29][C:28]([C:31]([OH:33])=O)=[CH:27][CH:26]=2)[C:17]([O:20][C:21]([F:24])([F:23])[F:22])=[CH:18][CH:19]=1)=[O:7])([CH3:4])([CH3:3])[CH3:2].[CH3:35][S:36]([N:39]1[CH2:44][CH2:43][N:42]([CH2:45][C:46]2[CH:51]=[CH:50][C:49]([NH2:52])=[CH:48][CH:47]=2)[CH2:41][CH2:40]1)(=[O:38])=[O:37].CN(C(ON1N=NC2C=CC=CC1=2)=[N+](C)C)C.F[P-](F)(F)(F)(F)F.CN1CCOCC1. Product: [C:1]([O:5][C:6]([N:8]1[CH2:11][CH2:10][C@H:9]1[C:12](=[O:34])[NH:13][C:14]1[CH:15]=[C:16]([C:25]2[CH:26]=[CH:27][C:28]([C:31](=[O:33])[NH:52][C:49]3[CH:50]=[CH:51][C:46]([CH2:45][N:42]4[CH2:41][CH2:40][N:39]([S:36]([CH3:35])(=[O:38])=[O:37])[CH2:44][CH2:43]4)=[CH:47][CH:48]=3)=[CH:29][CH:30]=2)[C:17]([O:20][C:21]([F:23])([F:22])[F:24])=[CH:18][CH:19]=1)=[O:7])([CH3:3])([CH3:2])[CH3:4]. The catalyst class is: 18.